This data is from Peptide-MHC class II binding affinity with 134,281 pairs from IEDB. The task is: Regression. Given a peptide amino acid sequence and an MHC pseudo amino acid sequence, predict their binding affinity value. This is MHC class II binding data. (1) The peptide sequence is SGREVIDAMCHATLT. The MHC is HLA-DQA10102-DQB10501 with pseudo-sequence HLA-DQA10102-DQB10501. The binding affinity (normalized) is 0.492. (2) The peptide sequence is WEALKYLWNLLQYWGQELK. The MHC is DRB4_0101 with pseudo-sequence DRB4_0103. The binding affinity (normalized) is 0.438. (3) The peptide sequence is WLSWQVAKAGLKTND. The MHC is HLA-DQA10501-DQB10402 with pseudo-sequence HLA-DQA10501-DQB10402. The binding affinity (normalized) is 0.778. (4) The MHC is DRB1_1001 with pseudo-sequence DRB1_1001. The peptide sequence is EKLYFAATQFEPLAA. The binding affinity (normalized) is 0.567. (5) The peptide sequence is DKWLDAKSTWYGKPT. The MHC is DRB1_0101 with pseudo-sequence DRB1_0101. The binding affinity (normalized) is 0.611. (6) The peptide sequence is LVTVNPIASTNDDEV. The MHC is H-2-IAb with pseudo-sequence H-2-IAb. The binding affinity (normalized) is 0.532. (7) The peptide sequence is QYIKANSKFIGITE. The MHC is DRB1_1104 with pseudo-sequence DRB1_1104. The binding affinity (normalized) is 0.535.